Task: Predict the reaction yield, written as a fraction of the theoretical maximum amount of product (1.0 means a 100% yield; for example, 0.34 means a 34% yield).. Dataset: Reaction yield outcomes from USPTO patents with 853,638 reactions (1) The reactants are Br[C:2]1[CH:3]=[CH:4][C:5]([N:8]2[CH2:14][CH2:13][CH2:12][N:11]([C:15]3[CH:20]=[CH:19][C:18](Br)=[CH:17][N:16]=3)[CH2:10][CH2:9]2)=[N:6][CH:7]=1.[CH3:22][C:23]1[CH:28]=[CH:27][C:26](B(O)O)=[CH:25][CH:24]=1. No catalyst specified. The product is [CH3:22][C:23]1[CH:28]=[CH:27][C:26]([C:2]2[CH:3]=[CH:4][C:5]([N:8]3[CH2:14][CH2:13][CH2:12][N:11]([C:15]4[CH:20]=[CH:19][C:18]([C:26]5[CH:27]=[CH:28][C:23]([CH3:22])=[CH:24][CH:25]=5)=[CH:17][N:16]=4)[CH2:10][CH2:9]3)=[N:6][CH:7]=2)=[CH:25][CH:24]=1. The yield is 0.420. (2) The reactants are [N+:1]([C:4]1[CH:5]=[C:6]([CH2:10][OH:11])[CH:7]=[CH:8][CH:9]=1)([O-:3])=[O:2].C1CCN2C(=[N:16]CCC2)CC1.[Cl:23][C:24]([Cl:29])([Cl:28])[CH2:25]C#N. The catalyst is C(Cl)Cl. The product is [Cl:23][C:24]([Cl:29])([Cl:28])[C:25](=[NH:16])[O:11][CH2:10][C:6]1[CH:7]=[CH:8][CH:9]=[C:4]([N+:1]([O-:3])=[O:2])[CH:5]=1. The yield is 0.858.